Dataset: Forward reaction prediction with 1.9M reactions from USPTO patents (1976-2016). Task: Predict the product of the given reaction. (1) Given the reactants [OH:1][CH:2]([CH2:11][O:12][C:13]1[CH:18]=[CH:17][CH:16]=[CH:15][CH:14]=1)[CH2:3][N:4]1C(=O)CCC1=O.[ClH:19], predict the reaction product. The product is: [ClH:19].[NH2:4][CH2:3][CH:2]([OH:1])[CH2:11][O:12][C:13]1[CH:18]=[CH:17][CH:16]=[CH:15][CH:14]=1. (2) Given the reactants [Cl:1][C:2]1[CH:7]=[CH:6][CH:5]=[CH:4][C:3]=1[C@H:8]([NH:11][C:12]([C:14]1[CH:15]=[C:16]2[C:20](=[CH:21][CH:22]=1)[NH:19][N:18]=[C:17]2I)=[O:13])[CH2:9][CH3:10].[CH3:24][N:25]1[CH2:30][CH2:29][CH:28]([O:31][C:32]2[CH:37]=[CH:36][C:35](B3OC(C)(C)C(C)(C)O3)=[CH:34][CH:33]=2)[CH2:27][CH2:26]1, predict the reaction product. The product is: [Cl:1][C:2]1[CH:7]=[CH:6][CH:5]=[CH:4][C:3]=1[C@H:8]([NH:11][C:12]([C:14]1[CH:15]=[C:16]2[C:20](=[CH:21][CH:22]=1)[NH:19][N:18]=[C:17]2[C:35]1[CH:36]=[CH:37][C:32]([O:31][CH:28]2[CH2:27][CH2:26][N:25]([CH3:24])[CH2:30][CH2:29]2)=[CH:33][CH:34]=1)=[O:13])[CH2:9][CH3:10].